This data is from Forward reaction prediction with 1.9M reactions from USPTO patents (1976-2016). The task is: Predict the product of the given reaction. (1) Given the reactants [CH3:1][O:2][C:3](=[O:27])[C:4]1[CH:9]=[C:8]([O:10][CH3:11])[C:7]([CH3:12])=[C:6]([O:13][CH3:14])[C:5]=1[O:15][C:16]1[CH:21]=[C:20]([O:22][CH3:23])[CH:19]=[C:18]([CH3:24])[C:17]=1[CH:25]=[O:26].S(=O)(=O)([OH:30])N.[O-]Cl=O.[Na+], predict the reaction product. The product is: [CH3:1][O:2][C:3](=[O:27])[C:4]1[CH:9]=[C:8]([O:10][CH3:11])[C:7]([CH3:12])=[C:6]([O:13][CH3:14])[C:5]=1[O:15][C:16]1[CH:21]=[C:20]([O:22][CH3:23])[CH:19]=[C:18]([CH3:24])[C:17]=1[C:25]([OH:30])=[O:26]. (2) Given the reactants [CH:1]1([C:4]2[CH:5]=[C:6]3[C:11](=[CH:12][CH:13]=2)[N:10]=[CH:9][CH:8]=[C:7]3[S:14][C:15]2([C:19]([O:21]CC)=[O:20])[CH2:18][CH2:17][CH2:16]2)[CH2:3][CH2:2]1.[OH-].[Na+].Cl.ClCCl, predict the reaction product. The product is: [CH:1]1([C:4]2[CH:5]=[C:6]3[C:11](=[CH:12][CH:13]=2)[N:10]=[CH:9][CH:8]=[C:7]3[S:14][C:15]2([C:19]([OH:21])=[O:20])[CH2:18][CH2:17][CH2:16]2)[CH2:2][CH2:3]1. (3) Given the reactants [F:1][C:2]1[CH:18]=[CH:17][CH:16]=[C:15]([F:19])[C:3]=1[CH2:4][O:5][C:6]1[CH:11]=[CH:10][C:9]([CH2:12][C:13]#[N:14])=[CH:8][CH:7]=1.[N-:20]=[N+:21]=[N-:22].[Na+].[NH4+].[Cl-], predict the reaction product. The product is: [F:1][C:2]1[CH:18]=[CH:17][CH:16]=[C:15]([F:19])[C:3]=1[CH2:4][O:5][C:6]1[CH:7]=[CH:8][C:9]([CH2:12][C:13]2[NH:22][N:21]=[N:20][N:14]=2)=[CH:10][CH:11]=1. (4) Given the reactants [CH2:1]1[C:9]2[C:4](=[CH:5][CH:6]=[CH:7][CH:8]=2)[CH2:3][N:2]1[C:10]([NH:12][C:13]1[CH:21]=[CH:20][C:16]([C:17](O)=[O:18])=[CH:15][CH:14]=1)=[O:11].Cl.C(N=C=NCCCN(C)C)C.O.ON1C2C=CC=CC=2N=N1.C(N(CC)CC)C.[N:52]1([CH2:59][CH2:60][NH2:61])[CH2:58][CH2:57][CH2:56][CH2:55][CH2:54][CH2:53]1, predict the reaction product. The product is: [N:52]1([CH2:59][CH2:60][NH:61][C:17]([C:16]2[CH:20]=[CH:21][C:13]([NH:12][C:10]([N:2]3[CH2:3][C:4]4[C:9](=[CH:8][CH:7]=[CH:6][CH:5]=4)[CH2:1]3)=[O:11])=[CH:14][CH:15]=2)=[O:18])[CH2:58][CH2:57][CH2:56][CH2:55][CH2:54][CH2:53]1. (5) Given the reactants Br[C:2]1[CH:7]=[CH:6][C:5]([C:8]([N:10]2[CH2:15][CH2:14][N:13]([C:16]3[C:21]([CH3:22])=[CH:20][C:19]([CH3:23])=[CH:18][N:17]=3)[CH2:12][CH2:11]2)=[O:9])=[CH:4][C:3]=1[F:24].[C:25]([N:28]1[CH2:32][CH2:31][NH:30][C:29]1=[O:33])(=O)C, predict the reaction product. The product is: [CH3:22][C:21]1[C:16]([N:13]2[CH2:14][CH2:15][N:10]([C:8]([C:5]3[CH:6]=[CH:7][C:2]([N:30]4[CH2:31][CH2:32][N:28]([CH3:25])[C:29]4=[O:33])=[C:3]([F:24])[CH:4]=3)=[O:9])[CH2:11][CH2:12]2)=[N:17][CH:18]=[C:19]([CH3:23])[CH:20]=1.